This data is from Forward reaction prediction with 1.9M reactions from USPTO patents (1976-2016). The task is: Predict the product of the given reaction. (1) Given the reactants [NH2:1][C:2]1[CH:3]=[N:4][CH:5]=[CH:6][CH:7]=1.[C:8]([N:10]=[C:11](SC)[S:12][CH3:13])#[N:9].[H-].[Na+], predict the reaction product. The product is: [C:8]([N:10]=[C:11]([S:12][CH3:13])[NH:1][C:2]1[CH:3]=[N:4][CH:5]=[CH:6][CH:7]=1)#[N:9]. (2) Given the reactants [CH3:1][O:2][C:3](=[O:19])[C:4]1[CH:9]=[C:8]([N:10]2[CH:15]=[CH:14][C:13]([CH3:16])=[CH:12][C:11]2=[O:17])[CH:7]=[C:6]([NH2:18])[CH:5]=1.[N-:20]=[N+:21]=[N-:22].[Na+].[CH:24](OCC)(OCC)OCC, predict the reaction product. The product is: [CH3:1][O:2][C:3](=[O:19])[C:4]1[CH:5]=[C:6]([N:18]2[CH:24]=[N:22][N:21]=[N:20]2)[CH:7]=[C:8]([N:10]2[CH:15]=[CH:14][C:13]([CH3:16])=[CH:12][C:11]2=[O:17])[CH:9]=1. (3) The product is: [CH:45]1([N:34]2[C:33]3[N:32]=[C:31]([NH:30][C:27]4[CH:28]=[CH:29][C:24]([C:23]([NH:22][C:19]5[CH:20]=[CH:21][C:16]([CH2:15][CH2:14][CH2:13][C@@H:12]([C:53]([O:55][CH:56]6[CH2:57][CH2:58][CH2:59][CH2:60]6)=[O:54])[NH2:11])=[CH:17][CH:18]=5)=[O:52])=[CH:25][C:26]=4[O:50][CH3:51])[N:40]=[CH:39][C:38]=3[N:37]([CH3:41])[C:36](=[O:42])[C@H:35]2[CH2:43][CH3:44])[CH2:46][CH2:47][CH2:48][CH2:49]1. Given the reactants C(OC(OC([NH:11][C@H:12]([C:53]([O:55][CH:56]1[CH2:60][CH2:59][CH2:58][CH2:57]1)=[O:54])[CH2:13][CH2:14][CH2:15][C:16]1[CH:21]=[CH:20][C:19]([NH:22][C:23](=[O:52])[C:24]2[CH:29]=[CH:28][C:27]([NH:30][C:31]3[N:40]=[CH:39][C:38]4[N:37]([CH3:41])[C:36](=[O:42])[C@@H:35]([CH2:43][CH3:44])[N:34]([CH:45]5[CH2:49][CH2:48][CH2:47][CH2:46]5)[C:33]=4[N:32]=3)=[C:26]([O:50][CH3:51])[CH:25]=2)=[CH:18][CH:17]=1)=O)=O)(C)(C)C.Cl.O1CCOCC1, predict the reaction product. (4) Given the reactants [F:1][C:2]1[CH:7]=[CH:6][C:5]([C:8]2[C:12](/[CH:13]=[CH:14]/[C:15]3[CH:16]=[C:17]([C:21]([OH:23])=O)[N:18]([CH3:20])[N:19]=3)=[C:11]([CH3:24])[O:10][N:9]=2)=[CH:4][CH:3]=1.[NH2:25][CH:26]1[CH2:31][CH2:30][O:29][CH2:28][CH2:27]1, predict the reaction product. The product is: [O:29]1[CH2:30][CH2:31][CH:26]([NH:25][C:21]([C:17]2[N:18]([CH3:20])[N:19]=[C:15](/[CH:14]=[CH:13]/[C:12]3[C:8]([C:5]4[CH:6]=[CH:7][C:2]([F:1])=[CH:3][CH:4]=4)=[N:9][O:10][C:11]=3[CH3:24])[CH:16]=2)=[O:23])[CH2:27][CH2:28]1. (5) Given the reactants [CH2:1]([O:3][C:4]1[CH:5]=[C:6]2[C:11](=[CH:12][C:13]=1[O:14][CH:15]([CH3:17])[CH3:16])[N:10]=[CH:9][NH:8][C:7]2=O)[CH3:2].[ClH:19].C(N(CC)CC)C, predict the reaction product. The product is: [Cl:19][C:7]1[C:6]2[C:11](=[CH:12][C:13]([O:14][CH:15]([CH3:17])[CH3:16])=[C:4]([O:3][CH2:1][CH3:2])[CH:5]=2)[N:10]=[CH:9][N:8]=1. (6) Given the reactants C(OC(=O)[NH:7][C@H:8]([C:15](=[O:39])[N:16]([C:29]1[CH:34]=[CH:33][C:32]([O:35][CH3:36])=[C:31]([O:37][CH3:38])[CH:30]=1)[CH2:17][CH2:18][C:19]1[CH:24]=[CH:23][C:22]([C:25]([F:28])([F:27])[F:26])=[CH:21][CH:20]=1)[C:9]1[CH:14]=[CH:13][CH:12]=[CH:11][CH:10]=1)(C)(C)C.[ClH:41], predict the reaction product. The product is: [ClH:41].[NH2:7][C@@H:8]([C:9]1[CH:10]=[CH:11][CH:12]=[CH:13][CH:14]=1)[C:15]([N:16]([C:29]1[CH:34]=[CH:33][C:32]([O:35][CH3:36])=[C:31]([O:37][CH3:38])[CH:30]=1)[CH2:17][CH2:18][C:19]1[CH:20]=[CH:21][C:22]([C:25]([F:28])([F:27])[F:26])=[CH:23][CH:24]=1)=[O:39]. (7) Given the reactants C(O[C:4](=[O:24])[CH2:5][C:6](=O)[CH2:7][CH2:8][CH2:9][CH2:10][CH2:11][CH2:12][CH2:13][CH2:14][CH2:15][CH2:16][CH2:17][CH2:18][CH2:19][CH2:20][CH2:21][CH3:22])C.[C:25]([CH2:27][C:28]([NH2:30])=[O:29])#[N:26].N1CCCCC1, predict the reaction product. The product is: [C:25]([C:27]1[C:28]([OH:29])=[N:30][C:4]([OH:24])=[CH:5][C:6]=1[CH2:7][CH2:8][CH2:9][CH2:10][CH2:11][CH2:12][CH2:13][CH2:14][CH2:15][CH2:16][CH2:17][CH2:18][CH2:19][CH2:20][CH2:21][CH3:22])#[N:26]. (8) Given the reactants Cl[C:2]1[N:7]=[C:6]([NH:8][CH2:9][C:10]#[CH:11])[N:5]=[C:4]([NH:12][CH2:13][CH2:14][CH3:15])[CH:3]=1.Cl.[CH3:17][O:18][NH:19][CH3:20].O, predict the reaction product. The product is: [CH3:17][O:18][N:19]([CH3:20])[C:2]1[CH:3]=[C:4]([NH:12][CH2:13][CH2:14][CH3:15])[N:5]=[C:6]([NH:8][CH2:9][C:10]#[CH:11])[N:7]=1. (9) Given the reactants [F:1][C:2]1[CH:3]=[C:4]([CH:6]=[CH:7][C:8]=1[F:9])[NH2:5].CCN(CC)CC.[F:17][C:18]1[CH:26]=[CH:25][C:24]([N+:27]([O-:29])=[O:28])=[CH:23][C:19]=1[C:20](Cl)=[O:21], predict the reaction product. The product is: [F:1][C:2]1[CH:3]=[C:4]([NH:5][C:20](=[O:21])[C:19]2[CH:23]=[C:24]([N+:27]([O-:29])=[O:28])[CH:25]=[CH:26][C:18]=2[F:17])[CH:6]=[CH:7][C:8]=1[F:9].